From a dataset of Catalyst prediction with 721,799 reactions and 888 catalyst types from USPTO. Predict which catalyst facilitates the given reaction. (1) The catalyst class is: 5. Product: [F:43][C:32]1[C:33]([O:39][CH2:40][CH2:41][F:42])=[CH:34][C:35]([O:37][CH3:38])=[CH:36][C:31]=1[CH:17]([NH:18][C:19]1[CH:24]=[CH:23][C:22]([C:25]2[N:29]=[C:28]([CH3:30])[O:27][N:26]=2)=[CH:21][CH:20]=1)[C:13]1[NH:14][C:15](=[O:16])[N:11]([C:7]2[N:6]=[C:5]([C:3]([OH:4])=[O:2])[CH:10]=[CH:9][CH:8]=2)[N:12]=1. Reactant: C[O:2][C:3]([C:5]1[CH:10]=[CH:9][CH:8]=[C:7]([N:11]2[C:15](=[O:16])[NH:14][C:13]([CH:17]([C:31]3[CH:36]=[C:35]([O:37][CH3:38])[CH:34]=[C:33]([O:39][CH2:40][CH2:41][F:42])[C:32]=3[F:43])[NH:18][C:19]3[CH:24]=[CH:23][C:22]([C:25]4[N:29]=[C:28]([CH3:30])[O:27][N:26]=4)=[CH:21][CH:20]=3)=[N:12]2)[N:6]=1)=[O:4].C1COCC1.[OH-].[Na+].C(O)(=O)C. (2) Reactant: [C:1]1([N:7]2[C:19]3[CH:18]=[C:17]4[C:20]5[C:25]([C:26]6[CH:27]=[CH:28][CH:29]=[CH:30][C:31]=6[C:16]4=[CH:15][C:14]=3[C:13]3[CH:12]=[C:11](B4OC(C)(C)C(C)(C)O4)[CH:10]=[CH:9][C:8]2=3)=[CH:24][CH:23]=[CH:22][CH:21]=5)[CH:6]=[CH:5][CH:4]=[CH:3][CH:2]=1.Br[C:42]1[CH:47]=[CH:46][CH:45]=[CH:44][C:43]=1[N+:48]([O-:50])=[O:49].C([O-])([O-])=O.[Na+].[Na+].CCO. Product: [N+:48]([C:43]1[CH:44]=[CH:45][CH:46]=[CH:47][C:42]=1[C:11]1[CH:10]=[CH:9][C:8]2[N:7]([C:1]3[CH:2]=[CH:3][CH:4]=[CH:5][CH:6]=3)[C:19]3[CH:18]=[C:17]4[C:20]5[C:25]([C:26]6[CH:27]=[CH:28][CH:29]=[CH:30][C:31]=6[C:16]4=[CH:15][C:14]=3[C:13]=2[CH:12]=1)=[CH:24][CH:23]=[CH:22][CH:21]=5)([O-:50])=[O:49]. The catalyst class is: 206. (3) Reactant: Br[C:2]1[CH:7]=[CH:6][C:5]([CH2:8][C:9]([F:12])([F:11])[F:10])=[CH:4][CH:3]=1.[B:13]1([B:13]2[O:17][C:16]([CH3:19])([CH3:18])[C:15]([CH3:21])([CH3:20])[O:14]2)[O:17][C:16]([CH3:19])([CH3:18])[C:15]([CH3:21])([CH3:20])[O:14]1.C(N(CC)CC)C.O. Product: [CH3:20][C:15]1([CH3:21])[C:16]([CH3:19])([CH3:18])[O:17][B:13]([C:2]2[CH:7]=[CH:6][C:5]([CH2:8][C:9]([F:12])([F:11])[F:10])=[CH:4][CH:3]=2)[O:14]1. The catalyst class is: 12. (4) Reactant: [Cl:1][C:2]1[CH:8]=[CH:7][CH:6]=[CH:5][C:3]=1[NH2:4].[Br:9][C:10]1[C:11]([F:21])=[C:12]([F:20])[C:13](F)=[C:14]([CH:18]=1)[C:15]([OH:17])=[O:16].[Li+].C[Si]([N-][Si](C)(C)C)(C)C. Product: [Br:9][C:10]1[C:11]([F:21])=[C:12]([F:20])[C:13]([NH:4][C:3]2[CH:5]=[CH:6][CH:7]=[CH:8][C:2]=2[Cl:1])=[C:14]([CH:18]=1)[C:15]([OH:17])=[O:16]. The catalyst class is: 1. (5) Reactant: C([O-])=O.[NH4+].[O:5]1[C:9]2[CH:10]=[CH:11][C:12]([C:14]3[N:18](CC4C=CC=CC=4)[C:17]([CH:26]4[N:30]([CH3:31])[C:29](=[O:32])[CH:28]([CH2:33][N:34]5[CH2:39][CH2:38][CH2:37][CH2:36][CH2:35]5)[CH2:27]4)=[N:16][CH:15]=3)=[CH:13][C:8]=2[O:7][CH2:6]1. Product: [O:5]1[C:9]2[CH:10]=[CH:11][C:12]([C:14]3[NH:18][C:17]([C@H:26]4[N:30]([CH3:31])[C:29](=[O:32])[C@@H:28]([CH2:33][N:34]5[CH2:39][CH2:38][CH2:37][CH2:36][CH2:35]5)[CH2:27]4)=[N:16][CH:15]=3)=[CH:13][C:8]=2[O:7][CH2:6]1. The catalyst class is: 43. (6) Reactant: BrCCOC1C=C(S(C)(=O)=O)C=C(Cl)C=1.[CH2:16]([NH2:20])[CH:17]([CH3:19])[CH3:18].[F:21][C:22]1[CH:23]=[C:24]([CH:32]=[C:33]([S:35]([CH3:38])(=[O:37])=[O:36])[CH:34]=1)[O:25][CH2:26][CH2:27]NCCC. Product: [F:21][C:22]1[CH:23]=[C:24]([CH:32]=[C:33]([S:35]([CH3:38])(=[O:37])=[O:36])[CH:34]=1)[O:25][CH2:26][CH2:27][NH:20][CH2:16][CH:17]([CH3:19])[CH3:18]. The catalyst class is: 8. (7) Product: [Cl:21][C:22]1[CH:23]=[C:24]([CH:27]=[C:28]([O:30][C:31]2[C:36](=[O:37])[N:35]([CH2:2][C:3]3[CH:4]=[C:5]([O:19][CH3:20])[C:6](=[O:18])[N:7]([CH2:9][C:10]4[CH:15]=[CH:14][C:13]([O:16][CH3:17])=[CH:12][CH:11]=4)[N:8]=3)[CH:34]=[N:33][C:32]=2[C:38]([F:39])([F:40])[F:41])[CH:29]=1)[C:25]#[N:26]. Reactant: Cl[CH2:2][C:3]1[CH:4]=[C:5]([O:19][CH3:20])[C:6](=[O:18])[N:7]([CH2:9][C:10]2[CH:15]=[CH:14][C:13]([O:16][CH3:17])=[CH:12][CH:11]=2)[N:8]=1.[Cl:21][C:22]1[CH:23]=[C:24]([CH:27]=[C:28]([O:30][C:31]2[C:36](=[O:37])[NH:35][CH:34]=[N:33][C:32]=2[C:38]([F:41])([F:40])[F:39])[CH:29]=1)[C:25]#[N:26].C(=O)([O-])[O-].[K+].[K+].[Li+].[Br-]. The catalyst class is: 18. (8) Reactant: [N+:1]([C:4]1[CH:5]=[C:6]([CH2:14][OH:15])[CH:7]=[C:8]([C:10]([F:13])([F:12])[F:11])[CH:9]=1)([O-:3])=[O:2].CC(OI1(OC(C)=O)(OC(C)=O)OC(=O)C2C=CC=CC1=2)=O.[OH-].[Na+]. Product: [N+:1]([C:4]1[CH:5]=[C:6]([CH:7]=[C:8]([C:10]([F:11])([F:12])[F:13])[CH:9]=1)[CH:14]=[O:15])([O-:3])=[O:2]. The catalyst class is: 2. (9) Reactant: [CH:1]1([C:4]2[N:9]=[CH:8][C:7]([C:10]3[CH:15]=[CH:14][N:13]=[C:12]([C:16]([NH:18][C:19]4[CH:24]=[CH:23][CH:22]=[C:21]([C:25]([NH:27][NH2:28])=O)[N:20]=4)=[O:17])[CH:11]=3)=[CH:6][CH:5]=2)[CH2:3][CH2:2]1.[CH3:29]N(C)C=O.CN(C)C(=O)C.[CH3:40][O:41][CH2:42][C@@H:43]([NH2:45])[CH3:44].C(O)(=O)C. Product: [CH:1]1([C:4]2[N:9]=[CH:8][C:7]([C:10]3[CH:15]=[CH:14][N:13]=[C:12]([C:16]([NH:18][C:19]4[CH:24]=[CH:23][CH:22]=[C:21]([C:25]5[N:45]([C@@H:43]([CH3:44])[CH2:42][O:41][CH3:40])[CH:29]=[N:28][N:27]=5)[N:20]=4)=[O:17])[CH:11]=3)=[CH:6][CH:5]=2)[CH2:2][CH2:3]1. The catalyst class is: 11. (10) Reactant: Cl.Cl.[N:3]12[CH2:10][CH2:9][CH:6]([CH2:7][CH2:8]1)[CH:5]([NH:11][NH2:12])[CH2:4]2.Cl.C(O[C:17]([C:19]1[S:20][C:21]([Br:24])=[CH:22][CH:23]=1)=[NH:18])C.[CH2:25](N(CC)CC)C. Product: [Br:24][C:21]1[S:20][C:19]([C:17]2[N:18]=[CH:25][N:11]([CH:5]3[CH:6]4[CH2:9][CH2:10][N:3]([CH2:8][CH2:7]4)[CH2:4]3)[N:12]=2)=[CH:23][CH:22]=1. The catalyst class is: 5.